The task is: Regression. Given two drug SMILES strings and cell line genomic features, predict the synergy score measuring deviation from expected non-interaction effect.. This data is from NCI-60 drug combinations with 297,098 pairs across 59 cell lines. (1) Drug 1: C1C(C(OC1N2C=NC3=C(N=C(N=C32)Cl)N)CO)O. Drug 2: CC1C(C(CC(O1)OC2CC(OC(C2O)C)OC3=CC4=CC5=C(C(=O)C(C(C5)C(C(=O)C(C(C)O)O)OC)OC6CC(C(C(O6)C)O)OC7CC(C(C(O7)C)O)OC8CC(C(C(O8)C)O)(C)O)C(=C4C(=C3C)O)O)O)O. Cell line: SW-620. Synergy scores: CSS=50.5, Synergy_ZIP=0.245, Synergy_Bliss=0.829, Synergy_Loewe=-8.74, Synergy_HSA=0.350. (2) Drug 1: C1=C(C(=O)NC(=O)N1)F. Drug 2: C1CC(CCC1OC2=C(C(=CC=C2)Cl)F)(CC3=NC(=CC=C3)NC4=NC=CS4)C(=O)O. Cell line: T-47D. Synergy scores: CSS=18.4, Synergy_ZIP=-4.18, Synergy_Bliss=-3.91, Synergy_Loewe=3.02, Synergy_HSA=4.13. (3) Drug 1: CCC1(CC2CC(C3=C(CCN(C2)C1)C4=CC=CC=C4N3)(C5=C(C=C6C(=C5)C78CCN9C7C(C=CC9)(C(C(C8N6C)(C(=O)OC)O)OC(=O)C)CC)OC)C(=O)OC)O.OS(=O)(=O)O. Drug 2: CCCCC(=O)OCC(=O)C1(CC(C2=C(C1)C(=C3C(=C2O)C(=O)C4=C(C3=O)C=CC=C4OC)O)OC5CC(C(C(O5)C)O)NC(=O)C(F)(F)F)O. Cell line: LOX IMVI. Synergy scores: CSS=65.5, Synergy_ZIP=3.97, Synergy_Bliss=1.64, Synergy_Loewe=1.61, Synergy_HSA=-2.01. (4) Drug 1: CCC1=C2CN3C(=CC4=C(C3=O)COC(=O)C4(CC)O)C2=NC5=C1C=C(C=C5)O. Drug 2: C#CCC(CC1=CN=C2C(=N1)C(=NC(=N2)N)N)C3=CC=C(C=C3)C(=O)NC(CCC(=O)O)C(=O)O. Cell line: SF-295. Synergy scores: CSS=47.5, Synergy_ZIP=-9.25, Synergy_Bliss=-9.58, Synergy_Loewe=-2.10, Synergy_HSA=0.0209. (5) Drug 1: C1=NC2=C(N=C(N=C2N1C3C(C(C(O3)CO)O)F)Cl)N. Drug 2: CNC(=O)C1=NC=CC(=C1)OC2=CC=C(C=C2)NC(=O)NC3=CC(=C(C=C3)Cl)C(F)(F)F. Cell line: MDA-MB-435. Synergy scores: CSS=2.01, Synergy_ZIP=-0.907, Synergy_Bliss=0.624, Synergy_Loewe=-7.16, Synergy_HSA=-0.0494. (6) Drug 1: CN1CCC(CC1)COC2=C(C=C3C(=C2)N=CN=C3NC4=C(C=C(C=C4)Br)F)OC. Drug 2: CCN(CC)CCCC(C)NC1=C2C=C(C=CC2=NC3=C1C=CC(=C3)Cl)OC. Cell line: SNB-19. Synergy scores: CSS=37.6, Synergy_ZIP=11.2, Synergy_Bliss=13.0, Synergy_Loewe=6.98, Synergy_HSA=12.3. (7) Drug 1: C1CCC(C1)C(CC#N)N2C=C(C=N2)C3=C4C=CNC4=NC=N3. Drug 2: C1CN(CCN1C(=O)CCBr)C(=O)CCBr. Cell line: SF-295. Synergy scores: CSS=19.7, Synergy_ZIP=-2.34, Synergy_Bliss=0.484, Synergy_Loewe=-0.332, Synergy_HSA=1.98. (8) Drug 1: CN1C(=O)N2C=NC(=C2N=N1)C(=O)N. Drug 2: C(CN)CNCCSP(=O)(O)O. Cell line: OVCAR3. Synergy scores: CSS=2.94, Synergy_ZIP=-1.89, Synergy_Bliss=-3.26, Synergy_Loewe=-1.19, Synergy_HSA=-2.51.